This data is from Forward reaction prediction with 1.9M reactions from USPTO patents (1976-2016). The task is: Predict the product of the given reaction. (1) Given the reactants Cl.[NH2:2][OH:3].[Br:4][C:5]1[N:6]=[CH:7][C:8]([NH:11][C:12](=[O:33])[C@@H:13]([C:22]2[CH:27]=[CH:26][C:25]([S:28]([CH3:31])(=[O:30])=[O:29])=[C:24]([Cl:32])[CH:23]=2)[CH2:14][CH:15]2[CH2:20][CH2:19][C:18](=O)[CH2:17][CH2:16]2)=[N:9][CH:10]=1, predict the reaction product. The product is: [Br:4][C:5]1[N:6]=[CH:7][C:8]([NH:11][C:12](=[O:33])[C@@H:13]([C:22]2[CH:27]=[CH:26][C:25]([S:28]([CH3:31])(=[O:30])=[O:29])=[C:24]([Cl:32])[CH:23]=2)[CH2:14][CH:15]2[CH2:20][CH2:19][C:18](=[N:2][OH:3])[CH2:17][CH2:16]2)=[N:9][CH:10]=1. (2) Given the reactants [N:1]1([C:9]2[CH:14]=[CH:13][C:12]([C:15]3[CH:20]=[CH:19][C:18]([C:21]#[N:22])=[CH:17][CH:16]=3)=[CH:11][CH:10]=2)[CH2:5][CH2:4][C@@H:3]2[CH2:6][NH:7][CH2:8][C@H:2]12.[H-].[Na+].I[CH2:26][CH3:27], predict the reaction product. The product is: [CH2:26]([N:7]1[CH2:6][C@@H:3]2[C@@H:2]([N:1]([C:9]3[CH:10]=[CH:11][C:12]([C:15]4[CH:20]=[CH:19][C:18]([C:21]#[N:22])=[CH:17][CH:16]=4)=[CH:13][CH:14]=3)[CH2:5][CH2:4]2)[CH2:8]1)[CH3:27].